Dataset: Forward reaction prediction with 1.9M reactions from USPTO patents (1976-2016). Task: Predict the product of the given reaction. Given the reactants C([Mg]Cl)(C)C.Br[C:7]1[CH:8]=[CH:9][C:10]([Cl:13])=[N:11][CH:12]=1.Br[C:15]1[CH:20]=[CH:19][CH:18]=[CH:17][N:16]=1.[Cl-].[NH4+], predict the reaction product. The product is: [Cl:13][C:10]1[N:11]=[CH:12][C:7]([C:15]2[CH:20]=[CH:19][CH:18]=[CH:17][N:16]=2)=[CH:8][CH:9]=1.